Dataset: Catalyst prediction with 721,799 reactions and 888 catalyst types from USPTO. Task: Predict which catalyst facilitates the given reaction. (1) Reactant: [Cl:1][C:2]1[CH:3]=[C:4]2[C:13](=[C:14]3[C:19]=1[CH:18]=[CH:17][CH:16]=[N:15]3)[NH:12][S:11](=[O:21])(=[O:20])[C:10]1[C:5]2=[CH:6][C:7]([C:22](O)=[O:23])=[CH:8][CH:9]=1.[NH:25]1[CH2:30][CH2:29][O:28][CH2:27][CH2:26]1.CCN=C=NCCCN(C)C.Cl.C1C=CC2N(O)N=NC=2C=1. Product: [Cl:1][C:2]1[CH:3]=[C:4]2[C:13](=[C:14]3[C:19]=1[CH:18]=[CH:17][CH:16]=[N:15]3)[NH:12][S:11](=[O:21])(=[O:20])[C:10]1[C:5]2=[CH:6][C:7]([C:22]([N:25]2[CH2:30][CH2:29][O:28][CH2:27][CH2:26]2)=[O:23])=[CH:8][CH:9]=1. The catalyst class is: 3. (2) The catalyst class is: 571. Reactant: [O:1]1[CH2:6][CH2:5][CH:4]([OH:7])[CH2:3][CH2:2]1.[CH3:8][S:9](Cl)(=[O:11])=[O:10]. Product: [CH3:8][S:9]([O:7][CH:4]1[CH2:5][CH2:6][O:1][CH2:2][CH2:3]1)(=[O:11])=[O:10]. (3) Reactant: [N:1]1[N:2]([C:6]2[CH:23]=[CH:22][CH:21]=[CH:20][C:7]=2[C:8]([N:10]2[C@H:15]([CH3:16])[CH2:14][CH2:13][C@@H:12]([C:17]([NH2:19])=[O:18])[CH2:11]2)=[O:9])[N:3]=[CH:4][CH:5]=1.Br[CH2:25][C:26](=O)[C:27]([O:29][CH2:30][CH3:31])=[O:28].O. Product: [N:1]1[N:2]([C:6]2[CH:23]=[CH:22][CH:21]=[CH:20][C:7]=2[C:8]([N:10]2[C@H:15]([CH3:16])[CH2:14][CH2:13][C@@H:12]([C:17]3[O:18][CH:25]=[C:26]([C:27]([O:29][CH2:30][CH3:31])=[O:28])[N:19]=3)[CH2:11]2)=[O:9])[N:3]=[CH:4][CH:5]=1. The catalyst class is: 26. (4) Reactant: [NH:1]1[CH2:7][C:5](=O)[NH:4][C:2]1=[O:3].[C:8](=[O:11])([O-])[O-].[K+].[K+].Br[CH2:15][CH2:16][CH2:17][CH:18]=[CH2:19]. Product: [CH2:15]([C:7]1([CH2:5][CH2:18][CH2:17][CH:16]=[CH2:15])[NH:1][C:2](=[O:3])[NH:4][C:8]1=[O:11])[CH2:16][CH2:17][CH:18]=[CH2:19]. The catalyst class is: 9. (5) Reactant: [Cl:1][C:2]1[CH:7]=[CH:6][C:5]([NH:8][C:9]2[S:10][CH:11]=[CH:12][N:13]=2)=[CH:4][C:3]=1[OH:14].[CH:15]1(O)[CH2:20][CH2:19][CH2:18][CH2:17][CH2:16]1.[CH:22]1C=CC(P(C2C=CC=CC=2)C2C=CC=CC=2)=CC=1.CCOC(/N=N/C(OCC)=O)=O. Product: [Cl:1][C:2]1[CH:7]=[CH:6][C:5]([NH:8][C:9]2[S:10][CH:11]=[CH:12][N:13]=2)=[CH:4][C:3]=1[O:14][CH2:22][CH:15]1[CH2:20][CH2:19][CH2:18][CH2:17][CH2:16]1. The catalyst class is: 1. (6) Reactant: [Cl:1][C:2]1[CH:7]=[CH:6][C:5]([Mg]Br)=[CH:4][CH:3]=1.[B-](F)(F)(F)[O+](C)C.[O:17]=[C:18]1[CH:23]=[CH:22][N:21]([C:24]([O:26][CH2:27][C:28]2[CH:33]=[CH:32][CH:31]=[CH:30][CH:29]=2)=[O:25])[CH2:20][CH2:19]1.[NH4+].[Cl-].[NH4+].[OH-]. Product: [Cl:1][C:2]1[CH:7]=[CH:6][C:5]([CH:22]2[CH2:23][C:18](=[O:17])[CH2:19][CH2:20][N:21]2[C:24]([O:26][CH2:27][C:28]2[CH:33]=[CH:32][CH:31]=[CH:30][CH:29]=2)=[O:25])=[CH:4][CH:3]=1. The catalyst class is: 49.